Dataset: Reaction yield outcomes from USPTO patents with 853,638 reactions. Task: Predict the reaction yield, written as a fraction of the theoretical maximum amount of product (1.0 means a 100% yield; for example, 0.34 means a 34% yield). (1) The reactants are [NH:1]1[C:5](=[O:6])[CH2:4][CH2:3][C@H:2]1[C:7]([OH:9])=[O:8].O.[C:11]1(C)[CH:16]=CC(S(O)(=O)=O)=C[CH:12]=1. The catalyst is C(O)(C)C.CCOCC. The product is [NH:1]1[C:5](=[O:6])[CH2:4][CH2:3][C@H:2]1[C:7]([O:9][CH:11]([CH3:16])[CH3:12])=[O:8]. The yield is 0.960. (2) The yield is 0.380. The catalyst is C(O)C. The reactants are BrCC([O:5][CH2:6][CH3:7])=O.[CH3:8][C:9]1[CH:14]=[CH:13][C:12]([NH:15][C:16]([NH2:18])=[S:17])=[CH:11][CH:10]=1.C([O-])(=O)C.[Na+]. The product is [C:9]1([CH3:8])[CH:14]=[CH:13][C:12]([N:15]=[C:16]2[NH:18][C:6](=[O:5])[CH2:7][S:17]2)=[CH:11][CH:10]=1. (3) The reactants are C[O-].[Na+].[Cl-].NC[NH+]=[N:8][C:9]([NH:11][C@H:12]1[C:21]2[C:16](=[C:17]([F:22])[CH:18]=[CH:19][CH:20]=2)[O:15][CH2:14][CH2:13]1)=[NH:10].[NH2:23][C:24]([NH:26][C:27](N)=N)=N.[F:30][CH:31]([F:37])C(OCC)=O. The catalyst is CO. The product is [F:30][CH:31]([F:37])[C:27]1[N:8]=[C:9]([NH:11][C@H:12]2[C:21]3[C:16](=[C:17]([F:22])[CH:18]=[CH:19][CH:20]=3)[O:15][CH2:14][CH2:13]2)[N:10]=[C:24]([NH2:23])[N:26]=1. The yield is 0.500. (4) The reactants are [Br:1][C:2]1[CH:3]=[C:4]2[C:8](=[CH:9][CH:10]=1)[NH:7][N:6]=[C:5]2[C:11]([O:13][CH3:14])=[O:12].C1(C)C=CC(S([O-])(=O)=O)=CC=1.[NH+]1C=CC=CC=1.[O:32]1[CH:37]=[CH:36][CH2:35][CH2:34][CH2:33]1. The catalyst is ClC(Cl)C. The product is [Br:1][C:2]1[CH:3]=[C:4]2[C:8](=[CH:9][CH:10]=1)[N:7]([CH:33]1[CH2:34][CH2:35][CH2:36][CH2:37][O:32]1)[N:6]=[C:5]2[C:11]([O:13][CH3:14])=[O:12]. The yield is 0.820. (5) The reactants are [CH2:1]([C:3]([C:25]1[CH:30]=[CH:29][C:28]([B:31]2[O:35][C:34]([CH3:37])([CH3:36])[C:33]([CH3:39])([CH3:38])[O:32]2)=[C:27]([CH3:40])[CH:26]=1)([C:6]1[CH:11]=[CH:10][C:9]([C:12]#[C:13][C:14]2([O:19][Si:20]([CH3:23])([CH3:22])[CH3:21])[CH2:18][CH2:17][CH2:16][CH2:15]2)=[C:8]([CH3:24])[CH:7]=1)[CH2:4][CH3:5])[CH3:2]. The catalyst is C(OCC)(=O)C.[C].[Pd]. The product is [CH2:1]([C:3]([C:25]1[CH:30]=[CH:29][C:28]([B:31]2[O:32][C:33]([CH3:39])([CH3:38])[C:34]([CH3:36])([CH3:37])[O:35]2)=[C:27]([CH3:40])[CH:26]=1)([C:6]1[CH:11]=[CH:10][C:9]([CH2:12][CH2:13][C:14]2([O:19][Si:20]([CH3:23])([CH3:22])[CH3:21])[CH2:18][CH2:17][CH2:16][CH2:15]2)=[C:8]([CH3:24])[CH:7]=1)[CH2:4][CH3:5])[CH3:2]. The yield is 1.00. (6) The reactants are [OH:1][C:2]1[CH:7]=[CH:6][CH:5]=[CH:4][C:3]=1[C:8]1[CH:13]=[CH:12][CH:11]=[CH:10][CH:9]=1.C1(C)C=CC(S(O)(=O)=O)=CC=1.[CH3:25][O:26][C:27](OC)(C)C. The catalyst is C(Cl)Cl. The product is [CH3:25][O:26][CH2:27][O:1][C:2]1[CH:7]=[CH:6][CH:5]=[CH:4][C:3]=1[C:8]1[CH:9]=[CH:10][CH:11]=[CH:12][CH:13]=1. The yield is 0.110. (7) The reactants are [Cl:1][C:2]1[C:7](/[C:8](/O)=[CH:9]\[C:10]2[CH:15]=[CH:14][N:13]=[C:12]([Cl:16])[N:11]=2)=[CH:6][CH:5]=[CH:4][C:3]=1[NH:18][S:19]([C:22]1[C:27]([F:28])=[CH:26][CH:25]=[CH:24][C:23]=1[F:29])(=[O:21])=[O:20].[N:30]1([C:36](=[S:38])[NH2:37])[CH2:35][CH2:34][O:33][CH2:32][CH2:31]1. No catalyst specified. The product is [Cl:1][C:2]1[C:7]([C:8]2[N:37]=[C:36]([N:30]3[CH2:35][CH2:34][O:33][CH2:32][CH2:31]3)[S:38][C:9]=2[C:10]2[CH:15]=[CH:14][N:13]=[C:12]([Cl:16])[N:11]=2)=[CH:6][CH:5]=[CH:4][C:3]=1[NH:18][S:19]([C:22]1[C:27]([F:28])=[CH:26][CH:25]=[CH:24][C:23]=1[F:29])(=[O:21])=[O:20]. The yield is 0.480.